From a dataset of Full USPTO retrosynthesis dataset with 1.9M reactions from patents (1976-2016). Predict the reactants needed to synthesize the given product. (1) Given the product [CH2:1]([O:3][C:4]([N:6]1[CH2:20][CH2:19][C:9]2[C:10]3[CH:15]=[N:14][C:13]([CH3:17])=[N:12][C:11]=3[S:18][C:8]=2[CH2:7]1)=[O:5])[CH3:2], predict the reactants needed to synthesize it. The reactants are: [CH2:1]([O:3][C:4]([N:6]1[CH2:20][CH2:19][C:9]2[C:10]3[C:15](Cl)=[N:14][C:13]([CH3:17])=[N:12][C:11]=3[S:18][C:8]=2[CH2:7]1)=[O:5])[CH3:2].[H][H]. (2) The reactants are: [CH2:1]([C:21]1[C:26]([OH:27])=[C:25]([CH3:28])[C:24]([CH3:29])=[C:23]([OH:30])[C:22]=1[CH3:31])/[CH:2]=[C:3](/[CH2:5][CH2:6][CH2:7][C@@H:8]([CH2:10][CH2:11][CH2:12][C@@H:13]([CH2:15][CH2:16][CH2:17][CH:18]([CH3:20])[CH3:19])[CH3:14])[CH3:9])\[CH3:4].[C:32]([O:35]C(=O)C)(=[O:34])[CH3:33]. Given the product [C:32]([OH:35])(=[O:34])[CH3:33].[C:32]([OH:35])(=[O:34])[CH3:33].[CH2:1]([C:21]1[C:26]([OH:27])=[C:25]([CH3:28])[C:24]([CH3:29])=[C:23]([OH:30])[C:22]=1[CH3:31])/[CH:2]=[C:3](/[CH2:5][CH2:6][CH2:7][C@@H:8]([CH2:10][CH2:11][CH2:12][C@@H:13]([CH2:15][CH2:16][CH2:17][CH:18]([CH3:19])[CH3:20])[CH3:14])[CH3:9])\[CH3:4], predict the reactants needed to synthesize it. (3) Given the product [F:21][C:2]([F:20])([F:1])[C:3]1[CH:4]=[CH:5][C:6]([C:9]2[C:17]3[O:16][CH:15]([CH2:18][NH:19][C:32](=[O:33])[O:34][CH2:35][C:36]4[CH:41]=[CH:40][CH:39]=[CH:38][CH:37]=4)[CH2:14][C:13]=3[CH:12]=[CH:11][CH:10]=2)=[CH:7][CH:8]=1, predict the reactants needed to synthesize it. The reactants are: [F:1][C:2]([F:21])([F:20])[C:3]1[CH:8]=[CH:7][C:6]([C:9]2[C:17]3[O:16][CH:15]([CH2:18][NH2:19])[CH2:14][C:13]=3[CH:12]=[CH:11][CH:10]=2)=[CH:5][CH:4]=1.C(N(C(C)C)CC)(C)C.Cl[C:32]([O:34][CH2:35][C:36]1[CH:41]=[CH:40][CH:39]=[CH:38][CH:37]=1)=[O:33].C(OC(=O)NCC1CC2C=CC=C(C3CCCC3)C=2O1)C1C=CC=CC=1.